From a dataset of Reaction yield outcomes from USPTO patents with 853,638 reactions. Predict the reaction yield, written as a fraction of the theoretical maximum amount of product (1.0 means a 100% yield; for example, 0.34 means a 34% yield). (1) The reactants are Cl[C:2]1[N:11]=[C:10]([NH:12][CH2:13][C:14]2[CH:19]=[CH:18][C:17]([NH:20][C:21](=[O:29])[C:22]3[CH:27]=[CH:26][C:25]([F:28])=[CH:24][CH:23]=3)=[CH:16][CH:15]=2)[C:9]2[C:4](=[CH:5][C:6]([I:30])=[CH:7][CH:8]=2)[N:3]=1.[CH3:31][NH:32][CH3:33]. The catalyst is C1COCC1. The product is [CH3:31][N:32]([CH3:33])[C:2]1[N:11]=[C:10]([NH:12][CH2:13][C:14]2[CH:15]=[CH:16][C:17]([NH:20][C:21](=[O:29])[C:22]3[CH:27]=[CH:26][C:25]([F:28])=[CH:24][CH:23]=3)=[CH:18][CH:19]=2)[C:9]2[C:4](=[CH:5][C:6]([I:30])=[CH:7][CH:8]=2)[N:3]=1. The yield is 0.900. (2) The product is [C:8]([O:7][C@H:6]1[C@@H:11]([O:12][C:13](=[O:15])[CH3:14])[C@H:16]([O:17][C:18](=[O:20])[CH3:19])[C@@H:21]([CH2:23][O:24][C:25](=[O:27])[CH3:26])[O:22][C@@H:5]1[O:38][C:35]1[CH:36]=[CH:37][C:32]([Br:31])=[C:33]([Cl:39])[CH:34]=1)(=[O:10])[CH3:9]. The reactants are ClC(Cl)(Cl)C(=N)O[C@H:5]1[O:22][C@H:21]([CH2:23][O:24][C:25](=[O:27])[CH3:26])[C@@H:16]([O:17][C:18](=[O:20])[CH3:19])[C@H:11]([O:12][C:13](=[O:15])[CH3:14])[C@@H:6]1[O:7][C:8](=[O:10])[CH3:9].[Br:31][C:32]1[CH:37]=[CH:36][C:35]([OH:38])=[CH:34][C:33]=1[Cl:39].[Si](OS(C(F)(F)F)(=O)=O)(C)(C)C.C(O[C@H]1[C@@H](OC(=O)C)[C@H](OC(=O)C)[C@@H](COC(=O)C)O[C@@H]1OC1C=CC(Br)=CC=1Cl)(=O)C. The catalyst is C1(C)C=CC=CC=1. The yield is 0.590. (3) The reactants are [C:1]1([C:7]2[CH:16]=[CH:15][C:14]3[C:9](=[CH:10][CH:11]=[CH:12][CH:13]=3)[N:8]=2)C=CC=C[CH:2]=1.B([O-])OC=C.O. The catalyst is N1C=CC=CC=1.ClCCl. The product is [CH:1]([C:7]1[CH:16]=[CH:15][C:14]2[C:9](=[CH:10][CH:11]=[CH:12][CH:13]=2)[N:8]=1)=[CH2:2]. The yield is 0.930. (4) The reactants are [CH2:1]=[C:2]1[C:7](=[O:8])[CH:6]2[CH2:9][CH2:10][N:3]1[CH2:4][CH2:5]2.C1COCC1. The catalyst is CO.CCOCC.[Pd]. The product is [CH3:1][CH:2]1[C:7](=[O:8])[CH:6]2[CH2:9][CH2:10][N:3]1[CH2:4][CH2:5]2. The yield is 0.900.